From a dataset of Forward reaction prediction with 1.9M reactions from USPTO patents (1976-2016). Predict the product of the given reaction. (1) Given the reactants [OH:1][CH2:2][CH2:3][NH:4][C:5]1[CH:13]=[CH:12][C:8]([C:9]([OH:11])=[O:10])=[CH:7][C:6]=1[N+:14]([O-])=O, predict the reaction product. The product is: [NH2:14][C:6]1[CH:7]=[C:8]([CH:12]=[CH:13][C:5]=1[NH:4][CH2:3][CH2:2][OH:1])[C:9]([OH:11])=[O:10]. (2) Given the reactants [CH3:1][S:2][C:3](=[N:15][C:16]1[C:21]([F:22])=[CH:20][C:19]([F:23])=[CH:18][C:17]=1[F:24])[NH:4][CH2:5][C:6]([N:8]1[CH2:13][CH2:12][CH:11]([CH3:14])[CH2:10][CH2:9]1)=O.COC1C=CC(P2(=S)SP(=S)(C3C=CC(OC)=CC=3)S2)=CC=1, predict the reaction product. The product is: [CH3:14][CH:11]1[CH2:12][CH2:13][N:8]([C:6]2[N:15]([C:16]3[C:21]([F:22])=[CH:20][C:19]([F:23])=[CH:18][C:17]=3[F:24])[C:3]([S:2][CH3:1])=[N:4][CH:5]=2)[CH2:9][CH2:10]1.